Predict the reactants needed to synthesize the given product. From a dataset of Full USPTO retrosynthesis dataset with 1.9M reactions from patents (1976-2016). (1) Given the product [CH2:15]([NH:14][C:9]1[NH:10][C:4]2[C:5]([N:8]=1)=[N:6][CH:7]=[C:2]([C:36]1[CH:37]=[CH:38][C:32]3[O:31][CH2:30][CH2:29][N:28]([C:26]4[C:25]5[CH2:24][C:23]([CH3:42])([CH3:43])[CH2:22][CH2:21][C:20]=5[N:19]=[C:18]([CH3:17])[N:27]=4)[CH2:34][C:33]=3[CH:35]=1)[CH:3]=2)[CH3:16], predict the reactants needed to synthesize it. The reactants are: Br[C:2]1[CH:3]=[C:4]2[N:10](COC)[C:9]([NH:14][CH2:15][CH3:16])=[N:8][C:5]2=[N:6][CH:7]=1.[CH3:17][C:18]1[N:27]=[C:26]([N:28]2[CH2:34][C:33]3[CH:35]=[C:36](B(O)O)[CH:37]=[CH:38][C:32]=3[O:31][CH2:30][CH2:29]2)[C:25]2[CH2:24][C:23]([CH3:43])([CH3:42])[CH2:22][CH2:21][C:20]=2[N:19]=1. (2) Given the product [CH2:1]([NH:3][C:4](=[O:43])[NH:5][C:6]1[N:11]=[CH:10][C:9]([C:12]2[CH:13]=[C:14]3[C:19](=[CH:20][CH:21]=2)[N:18]([C@@H:22]([CH:25]([CH3:27])[CH3:26])[CH2:23][OH:24])[CH:17]=[C:16]([C:28]([OH:30])=[O:29])[C:15]3=[O:33])=[C:8]([C:34]2[S:35][CH:36]=[C:37]([C:39]([F:40])([F:42])[F:41])[N:38]=2)[CH:7]=1)[CH3:2], predict the reactants needed to synthesize it. The reactants are: [CH2:1]([NH:3][C:4](=[O:43])[NH:5][C:6]1[N:11]=[CH:10][C:9]([C:12]2[CH:13]=[C:14]3[C:19](=[CH:20][CH:21]=2)[N:18]([C@@H:22]([CH:25]([CH3:27])[CH3:26])[CH2:23][OH:24])[CH:17]=[C:16]([C:28]([O:30]CC)=[O:29])[C:15]3=[O:33])=[C:8]([C:34]2[S:35][CH:36]=[C:37]([C:39]([F:42])([F:41])[F:40])[N:38]=2)[CH:7]=1)[CH3:2].[OH-].[Li+].Cl. (3) Given the product [NH2:27][C:22]1[N:23]=[C:24]([O:25][CH3:26])[C:19]([C:6]2[CH:5]=[CH:4][C:3](=[O:17])[N:2]([CH3:1])[CH:7]=2)=[CH:20][CH:21]=1, predict the reactants needed to synthesize it. The reactants are: [CH3:1][N:2]1[CH:7]=[C:6](B2OC(C)(C)C(C)(C)O2)[CH:5]=[CH:4][C:3]1=[O:17].Br[C:19]1[CH:20]=[CH:21][C:22]([NH2:27])=[N:23][C:24]=1[O:25][CH3:26].C(=O)([O-])[O-].[K+].[K+]. (4) Given the product [NH2:12][C:9]1[C:4]([C:5]([O:7][CH3:8])=[O:6])=[C:3]2[C:2]([C:20]3[CH:19]=[CH:18][O:17][C:16]=3[CH:14]=[N:13]2)=[CH:11][CH:10]=1, predict the reactants needed to synthesize it. The reactants are: Br[C:2]1[C:3]([NH2:13])=[C:4]([C:9]([NH2:12])=[CH:10][CH:11]=1)[C:5]([O:7][CH3:8])=[O:6].[CH:14]([C:16]1[O:17][CH:18]=[CH:19][C:20]=1B1OC(C)(C)C(C)(C)O1)=O.F[B-](F)(F)F.C([PH+](C(C)(C)C)C(C)(C)C)(C)(C)C.C(=O)([O-])[O-].[Cs+].[Cs+]. (5) Given the product [CH:1]1([CH2:4][CH2:5][C:6]2[C:26]([CH3:27])=[CH:25][CH:24]=[CH:23][C:7]=2[C:8]([NH:10][C:11]2([C:20]([OH:22])=[O:21])[CH2:19][C:18]3[C:13](=[CH:14][CH:15]=[CH:16][CH:17]=3)[CH2:12]2)=[O:9])[CH2:2][CH2:3]1, predict the reactants needed to synthesize it. The reactants are: [CH:1]1(/[CH:4]=[CH:5]/[C:6]2[C:26]([CH3:27])=[CH:25][CH:24]=[CH:23][C:7]=2[C:8]([NH:10][C:11]2([C:20]([OH:22])=[O:21])[CH2:19][C:18]3[C:13](=[CH:14][CH:15]=[CH:16][CH:17]=3)[CH2:12]2)=[O:9])[CH2:3][CH2:2]1.